This data is from Reaction yield outcomes from USPTO patents with 853,638 reactions. The task is: Predict the reaction yield, written as a fraction of the theoretical maximum amount of product (1.0 means a 100% yield; for example, 0.34 means a 34% yield). (1) The reactants are [H-].[Na+].[F:3][CH:4]([F:17])[C:5]1[C:13]2[C:12](=[O:14])[CH2:11][C:10]([CH3:16])([CH3:15])[CH2:9][C:8]=2[NH:7][N:6]=1.[Br:18][C:19]1[CH:26]=[C:25](F)[CH:24]=[CH:23][C:20]=1[C:21]#[N:22]. The catalyst is CS(C)=O.[NH4+].[Cl-].O. The product is [Br:18][C:19]1[CH:26]=[C:25]([N:7]2[C:8]3[CH2:9][C:10]([CH3:15])([CH3:16])[CH2:11][C:12](=[O:14])[C:13]=3[C:5]([CH:4]([F:3])[F:17])=[N:6]2)[CH:24]=[CH:23][C:20]=1[C:21]#[N:22]. The yield is 0.492. (2) The product is [CH3:27][O:26][C:21]1[C:20]2[C:25](=[C:16]3[C:17](=[CH:18][CH:19]=2)[C:2]2[C:3](=[CH:4][CH:5]=[C:6]([C:8]([F:9])([F:10])[F:11])[CH:7]=2)[S:12](=[O:14])(=[O:13])[NH:15]3)[N:24]=[CH:23][CH:22]=1. The catalyst is CC(O)=O.C1COCC1. The reactants are N[C:2]1[CH:7]=[C:6]([C:8]([F:11])([F:10])[F:9])[CH:5]=[CH:4][C:3]=1[S:12]([NH:15][C:16]1[CH:17]=[CH:18][CH:19]=[C:20]2[C:25]=1[N:24]=[CH:23][CH:22]=[C:21]2[O:26][CH3:27])(=[O:14])=[O:13].C(ON=O)(C)(C)C. The yield is 0.110. (3) The reactants are Br[CH2:2][C:3]([C:5]1[C:28](=[O:29])[O:27][C:8]2=[N:9][C:10]([N:13]3[CH2:19][CH2:18][CH2:17][N:16]([C:20]([O:22][C:23]([CH3:26])([CH3:25])[CH3:24])=[O:21])[CH2:15][CH2:14]3)=[CH:11][CH:12]=[C:7]2[CH:6]=1)=O.[NH2:30][C:31]1[S:32][CH:33]=[CH:34][N:35]=1. The catalyst is CCO. The product is [S:32]1[CH:33]=[CH:34][N:35]2[CH:2]=[C:3]([C:5]3[C:28](=[O:29])[O:27][C:8]4=[N:9][C:10]([N:13]5[CH2:19][CH2:18][CH2:17][N:16]([C:20]([O:22][C:23]([CH3:25])([CH3:26])[CH3:24])=[O:21])[CH2:15][CH2:14]5)=[CH:11][CH:12]=[C:7]4[CH:6]=3)[N:30]=[C:31]12. The yield is 0.490. (4) The reactants are Br[C:2]1[CH:7]=[CH:6][C:5]([C:8]([CH3:12])([CH3:11])[CH2:9][CH3:10])=[CH:4][CH:3]=1.[Li]CCCC.CN([CH:21]=[O:22])C. No catalyst specified. The product is [CH3:11][C:8]([C:5]1[CH:6]=[CH:7][C:2]([CH:21]=[O:22])=[CH:3][CH:4]=1)([CH3:12])[CH2:9][CH3:10]. The yield is 0.900. (5) The reactants are [C:1]([C:5]1[CH:22]=[CH:21][C:8]([C:9]([NH:11][C:12]2[CH:20]=[CH:19][CH:18]=[CH:17][C:13]=2[C:14]([OH:16])=[O:15])=O)=[CH:7][CH:6]=1)([CH3:4])([CH3:3])[CH3:2].C(Cl)(=O)C(Cl)=O.C(N(CC)CC)C. The catalyst is CN(C=O)C.C(Cl)Cl. The product is [C:1]([C:5]1[CH:22]=[CH:21][C:8]([C:9]2[O:15][C:14](=[O:16])[C:13]3[CH:17]=[CH:18][CH:19]=[CH:20][C:12]=3[N:11]=2)=[CH:7][CH:6]=1)([CH3:4])([CH3:3])[CH3:2]. The yield is 0.960.